From a dataset of Reaction yield outcomes from USPTO patents with 853,638 reactions. Predict the reaction yield, written as a fraction of the theoretical maximum amount of product (1.0 means a 100% yield; for example, 0.34 means a 34% yield). (1) The reactants are Cl[C:2]1[N:7]=[CH:6][C:5]([C:8]2[C:16]3[C:11](=[CH:12][C:13]([F:17])=[CH:14][CH:15]=3)[N:10](S(C3C=CC=CC=3)(=O)=O)[CH:9]=2)=[CH:4][CH:3]=1.[CH3:27][S:28]([N:31]1[CH2:36][CH2:35][CH:34]([NH2:37])[CH2:33][CH2:32]1)(=[O:30])=[O:29]. No catalyst specified. The product is [F:17][C:13]1[CH:12]=[C:11]2[C:16]([C:8]([C:5]3[CH:4]=[CH:3][C:2]([NH:37][CH:34]4[CH2:35][CH2:36][N:31]([S:28]([CH3:27])(=[O:30])=[O:29])[CH2:32][CH2:33]4)=[N:7][CH:6]=3)=[CH:9][NH:10]2)=[CH:15][CH:14]=1. The yield is 0.120. (2) The reactants are [C:1]([O:5][C:6]([N:8]([CH2:19][C:20]1[CH:25]=[CH:24][CH:23]=[CH:22][CH:21]=1)[C@H:9]([CH2:17][OH:18])[CH2:10][C:11]1[CH:16]=[CH:15][CH:14]=[CH:13][CH:12]=1)=[O:7])([CH3:4])([CH3:3])[CH3:2].CC1(C)N([O])C(C)(C)CCC1.[Br-].[Na+].C(=O)(O)[O-].[Na+]. The catalyst is C1(C)C=CC=CC=1.O.C(OCC)(=O)C. The product is [C:1]([O:5][C:6]([N:8]([CH2:19][C:20]1[CH:21]=[CH:22][CH:23]=[CH:24][CH:25]=1)[C@H:9]([CH:17]=[O:18])[CH2:10][C:11]1[CH:12]=[CH:13][CH:14]=[CH:15][CH:16]=1)=[O:7])([CH3:4])([CH3:2])[CH3:3]. The yield is 1.00. (3) The reactants are [OH:1][C:2]1[N:3]=[CH:4][C:5]2[C:10]([CH:11]=1)=[CH:9][CH:8]=[CH:7][CH:6]=2.[S:12]1[CH:16]=[CH:15][C:14]2[C:17]([N:21]3[CH2:26][CH2:25][N:24]([CH2:27][CH2:28][CH2:29][Cl:30])[CH2:23][CH2:22]3)=[CH:18][CH:19]=[CH:20][C:13]1=2.C(=O)([O-])[O-].[K+].[K+].CN(C)C=O. The catalyst is O. The product is [ClH:30].[S:12]1[CH:16]=[CH:15][C:14]2[C:17]([N:21]3[CH2:22][CH2:23][N:24]([CH2:27][CH2:28][CH2:29][O:1][C:2]4[N:3]=[CH:4][C:5]5[C:10]([CH:11]=4)=[CH:9][CH:8]=[CH:7][CH:6]=5)[CH2:25][CH2:26]3)=[CH:18][CH:19]=[CH:20][C:13]1=2. The yield is 0.370. (4) The reactants are [CH2:1]([C:3]1[C:4](N)=[N:5][C:6]([CH3:9])=[CH:7][CH:8]=1)[CH3:2].S(=O)(=O)(O)[OH:12].N([O-])=O.[Na+].[OH-].[Na+]. The catalyst is O. The product is [CH2:1]([C:3]1[C:4](=[O:12])[NH:5][C:6]([CH3:9])=[CH:7][CH:8]=1)[CH3:2]. The yield is 0.640. (5) No catalyst specified. The reactants are [CH2:1]([N:3]1[C:11]2[C:6](=[C:7]([O:13][CH3:14])[CH:8]=[CH:9][C:10]=2[F:12])[C:5]([CH2:15][CH2:16][OH:17])=[CH:4]1)C.F[C:19]1[CH:20]=[C:21]([CH2:33][CH2:34]C2C=CC=CC=2)[C:22](OC)=[C:23]2[C:27]=1NC=C2CCO. The yield is 0.690. The product is [F:12][C:10]1[CH:9]=[C:8]([CH2:34][CH2:33][C:21]2[CH:22]=[CH:23][CH:27]=[CH:19][CH:20]=2)[C:7]([O:13][CH3:14])=[C:6]2[C:11]=1[N:3]([CH3:1])[CH:4]=[C:5]2[CH2:15][CH2:16][OH:17].